Dataset: Full USPTO retrosynthesis dataset with 1.9M reactions from patents (1976-2016). Task: Predict the reactants needed to synthesize the given product. Given the product [CH3:1][C:2]1[CH:3]=[C:4]([CH2:8][C:9](=[S:21])[NH2:11])[CH:5]=[CH:6][CH:7]=1, predict the reactants needed to synthesize it. The reactants are: [CH3:1][C:2]1[CH:3]=[C:4]([CH2:8][C:9]([NH2:11])=O)[CH:5]=[CH:6][CH:7]=1.COC1C=CC(P2(SP(C3C=CC(OC)=CC=3)(=S)S2)=[S:21])=CC=1.